This data is from Catalyst prediction with 721,799 reactions and 888 catalyst types from USPTO. The task is: Predict which catalyst facilitates the given reaction. Reactant: [CH3:1][NH:2][CH2:3][C:4]#[N:5].[C:6]([N:14]=[C:15]=[O:16])(=[O:13])[C:7]1[CH:12]=[CH:11][CH:10]=[CH:9][CH:8]=1. Product: [NH:5]=[C:4]1[CH2:3][N:2]([CH3:1])[C:15](=[O:16])[N:14]1[C:6]([C:7]1[CH:12]=[CH:11][CH:10]=[CH:9][CH:8]=1)=[O:13]. The catalyst class is: 1.